From a dataset of Reaction yield outcomes from USPTO patents with 853,638 reactions. Predict the reaction yield, written as a fraction of the theoretical maximum amount of product (1.0 means a 100% yield; for example, 0.34 means a 34% yield). (1) The reactants are [CH3:1][O:2][C:3](=[O:15])[CH2:4][NH:5][C:6]([C:8]1[CH:13]=[C:12](I)[CH:11]=[CH:10][N:9]=1)=[O:7].CO.[O-]P([O-])([O-])=O.[K+].[K+].[K+].[CH3:26][C:27]1[CH:32]=[CH:31][C:30](B(O)O)=[CH:29][CH:28]=1. The catalyst is O1CCOCC1.C1C=CC(P(C2C=CC=CC=2)[C-]2C=CC=C2)=CC=1.C1C=CC(P(C2C=CC=CC=2)[C-]2C=CC=C2)=CC=1.Cl[Pd]Cl.[Fe+2]. The product is [CH3:1][O:2][C:3](=[O:15])[CH2:4][NH:5][C:6]([C:8]1[CH:13]=[C:12]([C:30]2[CH:31]=[CH:32][C:27]([CH3:26])=[CH:28][CH:29]=2)[CH:11]=[CH:10][N:9]=1)=[O:7]. The yield is 0.850. (2) The reactants are [Cl:1][C:2]1[CH:3]=[C:4]([N:11]2[C:20]3[C:15](=[CH:16][C:17]([S:21]([O:24]C4C(F)=C(F)C(F)=C(F)C=4F)(=O)=[O:22])=[CH:18][CH:19]=3)[CH:14]=[CH:13][C:12]2=[O:36])[C:5]([O:9][CH3:10])=[N:6][C:7]=1[Cl:8].[N:37]1[CH:42]=[CH:41][CH:40]=[C:39]([NH2:43])[N:38]=1.CS(C)=O.C[Si]([N-][Si](C)(C)C)(C)C.[Li+]. The catalyst is C1COCC1.Cl.CCOC(C)=O. The product is [Cl:1][C:2]1[CH:3]=[C:4]([N:11]2[C:20]3[C:15](=[CH:16][C:17]([S:21]([NH:43][C:39]4[N:38]=[N:37][CH:42]=[CH:41][CH:40]=4)(=[O:22])=[O:24])=[CH:18][CH:19]=3)[CH:14]=[CH:13][C:12]2=[O:36])[C:5]([O:9][CH3:10])=[N:6][C:7]=1[Cl:8]. The yield is 0.436.